From a dataset of Full USPTO retrosynthesis dataset with 1.9M reactions from patents (1976-2016). Predict the reactants needed to synthesize the given product. (1) Given the product [S:31]([OH:35])([OH:34])(=[O:33])=[O:32].[Cl:1][C:2]1[CH:7]=[CH:6][C:5]([F:8])=[CH:4][C:3]=1[C@H:9]1[CH2:13][CH2:12][CH2:11][N:10]1[C:14]1[CH:19]=[CH:18][N:17]2[N:20]=[CH:21][C:22]([NH:23][C:24]([N:26]3[CH2:29][CH:28]([OH:30])[CH2:27]3)=[O:25])=[C:16]2[N:15]=1, predict the reactants needed to synthesize it. The reactants are: [Cl:1][C:2]1[CH:7]=[CH:6][C:5]([F:8])=[CH:4][C:3]=1[C@H:9]1[CH2:13][CH2:12][CH2:11][N:10]1[C:14]1[CH:19]=[CH:18][N:17]2[N:20]=[CH:21][C:22]([NH:23][C:24]([N:26]3[CH2:29][CH:28]([OH:30])[CH2:27]3)=[O:25])=[C:16]2[N:15]=1.[S:31](=[O:35])(=[O:34])([OH:33])[OH:32]. (2) Given the product [CH2:1]([O:3][C:4](=[O:25])[CH2:5][C:6]1[CH:7]=[C:8]([C:14]2[CH:19]=[CH:18][C:17]([F:20])=[CH:16][C:15]=2[CH2:21][N:22]([C:36]([O:38][CH2:39][C:40]2[CH:45]=[CH:44][CH:43]=[CH:42][CH:41]=2)=[O:37])[CH2:23][CH3:24])[C:9]([O:12][CH3:13])=[CH:10][CH:11]=1)[CH3:2], predict the reactants needed to synthesize it. The reactants are: [CH2:1]([O:3][C:4](=[O:25])[CH2:5][C:6]1[CH:7]=[C:8]([C:14]2[CH:19]=[CH:18][C:17]([F:20])=[CH:16][C:15]=2[CH2:21][NH:22][CH2:23][CH3:24])[C:9]([O:12][CH3:13])=[CH:10][CH:11]=1)[CH3:2].C(N(C(C)C)CC)(C)C.Cl[C:36]([O:38][CH2:39][C:40]1[CH:45]=[CH:44][CH:43]=[CH:42][CH:41]=1)=[O:37]. (3) Given the product [C:40]([O:44][C:45]([NH:47][CH2:48][C:49]([O:51][CH2:1][C@H:60]([NH:59][C:9](=[O:10])[C:8]1[CH:13]=[CH:14][C:15]([C:17]2[N:21]=[C:20]([CH:22]([O:25][C:26]3[CH:27]=[CH:28][C:29]([C:32]4[N:36]=[C:35]([CH:37]([CH3:39])[CH3:38])[O:34][N:33]=4)=[CH:30][CH:31]=3)[CH2:23][CH3:24])[O:19][N:18]=2)=[CH:16][C:7]=1[F:6])[CH3:61])=[O:50])=[O:46])([CH3:43])([CH3:41])[CH3:42], predict the reactants needed to synthesize it. The reactants are: [CH3:1]N(C)C=O.[F:6][C:7]1[CH:16]=[C:15]([C:17]2[N:21]=[C:20]([CH:22]([O:25][C:26]3[CH:31]=[CH:30][C:29]([C:32]4[N:36]=[C:35]([CH:37]([CH3:39])[CH3:38])[O:34][N:33]=4)=[CH:28][CH:27]=3)[CH2:23][CH3:24])[O:19][N:18]=2)[CH:14]=[CH:13][C:8]=1[C:9](OC)=[O:10].[C:40]([O:44][C:45]([NH:47][CH2:48][C:49]([OH:51])=[O:50])=[O:46])([CH3:43])([CH3:42])[CH3:41].CN(C)CCCN=C=[N:59][CH2:60][CH3:61]. (4) Given the product [C:1]([O:5][C:6](=[O:34])[CH2:7][CH:8]([NH:13][S:14]([C:17]1[CH:22]=[CH:21][C:20]([NH2:23])=[CH:19][C:18]=1[OH:26])(=[O:15])=[O:16])[C:9]([NH:11][CH3:12])=[O:10])([CH3:4])([CH3:2])[CH3:3], predict the reactants needed to synthesize it. The reactants are: [C:1]([O:5][C:6](=[O:34])[CH2:7][CH:8]([NH:13][S:14]([C:17]1[CH:22]=[CH:21][C:20]([N+:23]([O-])=O)=[CH:19][C:18]=1[O:26]CC1C=CC=CC=1)(=[O:16])=[O:15])[C:9]([NH:11][CH3:12])=[O:10])([CH3:4])([CH3:3])[CH3:2].C1COCC1.